This data is from Forward reaction prediction with 1.9M reactions from USPTO patents (1976-2016). The task is: Predict the product of the given reaction. (1) Given the reactants [CH2:1]([N:3]1[CH2:8][C:7]([CH3:10])([CH3:9])[O:6][C:5](=[O:11])[CH:4]1[CH2:12][C:13]([OH:15])=O)[CH3:2].C(N(C(C)C)CC)(C)C.CN(C(ON1N=NC2C=CC=NC1=2)=[N+](C)C)C.F[P-](F)(F)(F)(F)F.[C:49]1([C:55]2[N:59]=[C:58]([NH2:60])[S:57][N:56]=2)[CH:54]=[CH:53][CH:52]=[CH:51][CH:50]=1, predict the reaction product. The product is: [CH2:1]([N:3]1[CH2:8][C:7]([CH3:9])([CH3:10])[O:6][C:5](=[O:11])[CH:4]1[CH2:12][C:13]([NH:60][C:58]1[S:57][N:56]=[C:55]([C:49]2[CH:54]=[CH:53][CH:52]=[CH:51][CH:50]=2)[N:59]=1)=[O:15])[CH3:2]. (2) Given the reactants [CH2:1]([N:8]([CH2:14][CH:15]1[CH2:17][CH:16]1OC)[C:9](=O)[CH2:10][O:11][CH3:12])[C:2]1[CH:7]=[CH:6][CH:5]=[CH:4][CH:3]=1.B.[CH2:21]1COCC1, predict the reaction product. The product is: [CH2:1]([N:8]([CH2:14][CH:15]1[CH2:17][CH:16]1[CH3:21])[CH2:9][CH2:10][O:11][CH3:12])[C:2]1[CH:7]=[CH:6][CH:5]=[CH:4][CH:3]=1. (3) Given the reactants [NH:1]1[C:9]2[C:4](=[CH:5][CH:6]=[CH:7][CH:8]=2)[CH:3]=[CH:2]1.I[C:11]1[CH:16]=[CH:15][CH:14]=[CH:13][CH:12]=1, predict the reaction product. The product is: [C:11]1([N:1]2[C:9]3[C:4](=[CH:5][CH:6]=[CH:7][CH:8]=3)[CH:3]=[CH:2]2)[CH:16]=[CH:15][CH:14]=[CH:13][CH:12]=1. (4) Given the reactants [CH3:1][NH:2][CH2:3][CH2:4][NH:5][CH3:6].[S:7]1[CH:11]=[CH:10][CH:9]=[C:8]1[CH:12]=O, predict the reaction product. The product is: [CH3:1][N:2]1[CH2:3][CH2:4][N:5]([CH3:6])[CH:12]1[C:8]1[S:7][CH:11]=[CH:10][CH:9]=1. (5) Given the reactants [O:1]1[CH:5]=[CH:4][CH:3]=[C:2]1[CH2:6][C:7](=[O:11])[C:8]([O-:10])=[O:9].[OH-].[Na+].Cl, predict the reaction product. The product is: [O:1]1[CH:5]=[CH:4][CH:3]=[C:2]1[CH2:6][C:7](=[O:11])[C:8]([OH:10])=[O:9].